This data is from Full USPTO retrosynthesis dataset with 1.9M reactions from patents (1976-2016). The task is: Predict the reactants needed to synthesize the given product. Given the product [CH2:18]([C:13]1[C:12](/[CH:11]=[CH:10]/[C:7]2[CH:8]=[CH:9][C:4]([C:3]([NH:23][CH:24]3[CH2:29][CH2:28][O:27][CH2:26][CH2:25]3)=[O:22])=[CH:5][N:6]=2)=[C:16]([CH3:17])[O:15][N:14]=1)[CH2:19][CH2:20][CH3:21], predict the reactants needed to synthesize it. The reactants are: CO[C:3](=[O:22])[C:4]1[CH:9]=[CH:8][C:7](/[CH:10]=[CH:11]/[C:12]2[C:13]([CH2:18][CH2:19][CH2:20][CH3:21])=[N:14][O:15][C:16]=2[CH3:17])=[N:6][CH:5]=1.[NH2:23][CH:24]1[CH2:29][CH2:28][O:27][CH2:26][CH2:25]1.